From a dataset of Reaction yield outcomes from USPTO patents with 853,638 reactions. Predict the reaction yield, written as a fraction of the theoretical maximum amount of product (1.0 means a 100% yield; for example, 0.34 means a 34% yield). The reactants are C(N(CC)CC)C.[Br:8][CH2:9][C:10](Br)=[O:11].[NH2:13][C:14]1[C:23]2[C:18](=[CH:19][CH:20]=[CH:21][CH:22]=2)[CH:17]=[CH:16][C:15]=1[C:24](=[O:33])[C:25]1[CH:30]=[CH:29][CH:28]=[C:27]([O:31][CH3:32])[CH:26]=1.C(=O)([O-])O.[Na+]. The catalyst is ClCCl. The product is [Br:8][CH2:9][C:10]([NH:13][C:14]1[C:23]2[C:18](=[CH:19][CH:20]=[CH:21][CH:22]=2)[CH:17]=[CH:16][C:15]=1[C:24](=[O:33])[C:25]1[CH:30]=[CH:29][CH:28]=[C:27]([O:31][CH3:32])[CH:26]=1)=[O:11]. The yield is 0.880.